This data is from Forward reaction prediction with 1.9M reactions from USPTO patents (1976-2016). The task is: Predict the product of the given reaction. The product is: [C:20]([C:19]1[CH:22]=[CH:23][C:16]([CH2:15][CH2:14][NH:13][C:2](=[O:3])[O:4][CH2:5][C:6]2[CH:11]=[CH:10][CH:9]=[CH:8][CH:7]=2)=[CH:17][CH:18]=1)#[N:21]. Given the reactants Cl[C:2]([O:4][CH2:5][C:6]1[CH:11]=[CH:10][CH:9]=[CH:8][CH:7]=1)=[O:3].Cl.[NH2:13][CH2:14][CH2:15][C:16]1[CH:23]=[CH:22][C:19]([C:20]#[N:21])=[CH:18][CH:17]=1.C(N(CC)CC)C, predict the reaction product.